Dataset: Full USPTO retrosynthesis dataset with 1.9M reactions from patents (1976-2016). Task: Predict the reactants needed to synthesize the given product. (1) Given the product [F:18][C:19]1[C:24]([C:2]2[N:10]=[C:9]([CH3:11])[N:8]=[C:7]3[C:3]=2[N:4]=[CH:5][N:6]3[CH:12]2[CH2:17][CH2:16][CH2:15][CH2:14][O:13]2)=[CH:23][CH:22]=[CH:21][N:20]=1, predict the reactants needed to synthesize it. The reactants are: Cl[C:2]1[N:10]=[C:9]([CH3:11])[N:8]=[C:7]2[C:3]=1[N:4]=[CH:5][N:6]2[CH:12]1[CH2:17][CH2:16][CH2:15][CH2:14][O:13]1.[F:18][C:19]1[C:24](B(O)O)=[CH:23][CH:22]=[CH:21][N:20]=1.C([O-])(=O)C.[K+]. (2) Given the product [CH3:1][C:2]12[O:3][CH2:4][C:5]([CH2:10][O:11][CH2:20][C:19]#[CH:18])([CH2:6][O:7]1)[CH2:8][O:9]2, predict the reactants needed to synthesize it. The reactants are: [CH3:1][C:2]12[O:9][CH2:8][C:5]([CH2:10][OH:11])([CH2:6][O:7]1)[CH2:4][O:3]2.CS(C)=O.[OH-].[K+].[CH2:18](Br)[C:19]#[CH:20].